From a dataset of Full USPTO retrosynthesis dataset with 1.9M reactions from patents (1976-2016). Predict the reactants needed to synthesize the given product. (1) Given the product [OH:1][C:2]1[CH:11]=[CH:10][C:9]([NH:12][C:13](=[O:33])[CH2:14][CH2:15][CH2:16]/[CH:17]=[CH:18]\[CH2:19]/[CH:20]=[CH:21]\[CH2:22]/[CH:23]=[CH:24]\[CH2:25]/[CH:26]=[CH:27]\[CH2:28][CH2:29][CH2:30][CH2:31][CH3:32])=[CH:8][C:3]=1[C:4]([OH:6])=[O:5], predict the reactants needed to synthesize it. The reactants are: [OH:1][C:2]1[CH:11]=[CH:10][C:9]([NH:12][C:13](=[O:33])[CH2:14][CH2:15][CH2:16]/[CH:17]=[CH:18]\[CH2:19]/[CH:20]=[CH:21]\[CH2:22]/[CH:23]=[CH:24]\[CH2:25]/[CH:26]=[CH:27]\[CH2:28][CH2:29][CH2:30][CH2:31][CH3:32])=[CH:8][C:3]=1[C:4]([O:6]C)=[O:5]. (2) Given the product [CH:36]([CH:33]1[CH2:34][CH2:35][NH:8][C@@H:9]1[C:10]([N:12]1[CH2:32][CH2:31][CH2:30][C@H:13]1[C:14]([NH:16][CH2:17][C:18]1[CH:23]=[C:22]([Cl:24])[CH:21]=[CH:20][C:19]=1[N:25]1[CH:29]=[N:28][CH:27]=[N:26]1)=[O:15])=[O:11])([CH3:38])[CH3:37], predict the reactants needed to synthesize it. The reactants are: C(OC([N:8]1[CH2:35][CH2:34][CH:33]([CH:36]([CH3:38])[CH3:37])[C@H:9]1[C:10]([N:12]1[CH2:32][CH2:31][CH2:30][C@H:13]1[C:14]([NH:16][CH2:17][C:18]1[CH:23]=[C:22]([Cl:24])[CH:21]=[CH:20][C:19]=1[N:25]1[CH:29]=[N:28][CH:27]=[N:26]1)=[O:15])=[O:11])=O)(C)(C)C.Cl.